Dataset: Human liver microsome stability data. Task: Regression/Classification. Given a drug SMILES string, predict its absorption, distribution, metabolism, or excretion properties. Task type varies by dataset: regression for continuous measurements (e.g., permeability, clearance, half-life) or binary classification for categorical outcomes (e.g., BBB penetration, CYP inhibition). Dataset: hlm. (1) The compound is O=C(O)C12CCC(C(=O)N3CC[C@@]4(S(=O)(=O)c5ccc(F)cc5)c5ccc(C(F)(C(F)(F)F)C(F)(F)F)cc5CC[C@@H]34)(CC1)CC2. The result is 0 (unstable in human liver microsomes). (2) The drug is CCOC(=O)c1cnc2ccc(-c3cc(Cl)c(O)c(Cl)c3)nc2c1N[C@H]1CC[C@H](C(=O)N(C)C)CC1. The result is 0 (unstable in human liver microsomes). (3) The drug is Cc1cc(O)ccc1C(=O)NCCc1ccc(C(C)(C)C)cc1. The result is 1 (stable in human liver microsomes). (4) The compound is CC(C)[C@H]1C(=O)C(=C2NS(=O)(=O)c3c(OCC(=O)N4CCOCC4)cccc32)C(=O)N1Cc1ccccc1. The result is 0 (unstable in human liver microsomes). (5) The molecule is N[C@H]1CCC[C@@H](c2ccncc2NC(=O)c2ccc(F)c(-c3c(F)cccc3F)n2)C1. The result is 0 (unstable in human liver microsomes). (6) The drug is CNC(=O)c1ccc(C(F)(F)F)cc1. The result is 0 (unstable in human liver microsomes). (7) The drug is N#CC1(n2cc([C@@H](NC(=O)c3ccon3)C3CCCCC3)nn2)CC1. The result is 0 (unstable in human liver microsomes). (8) The result is 1 (stable in human liver microsomes). The molecule is CC(C)CC1n2cncc2CN(C2(c3ccc(Cl)cc3)CC2)S1(=O)=O. (9) The drug is CN1CCC(Nc2ccc(C(=O)Nc3cc(-c4ccc5c(c4)OCO5)[nH]n3)cc2)CC1. The result is 0 (unstable in human liver microsomes). (10) The compound is O=C(N[C@@H](Cc1c[nH]c2ccccc12)C(=O)Nc1ccncc1)c1ccc(-c2cc(F)cc(F)c2)cc1F. The result is 1 (stable in human liver microsomes).